This data is from Full USPTO retrosynthesis dataset with 1.9M reactions from patents (1976-2016). The task is: Predict the reactants needed to synthesize the given product. Given the product [Cl:2][C:3]1[C:4]([S:27]([NH:30][C:31]2[S:35][N:34]=[CH:33][N:32]=2)(=[O:29])=[O:28])=[CH:5][C:6]2[O:10][C:9](=[O:11])[N:8]([C@@H:12]([C:14]3[CH:19]=[CH:18][CH:17]=[CH:16][C:15]=3[C:20]3[CH2:21][CH2:22][N:23]([S:53]([CH3:52])(=[O:55])=[O:54])[CH2:24][CH:25]=3)[CH3:13])[C:7]=2[CH:26]=1, predict the reactants needed to synthesize it. The reactants are: Cl.[Cl:2][C:3]1[C:4]([S:27]([NH:30][C:31]2[S:35][N:34]=[CH:33][N:32]=2)(=[O:29])=[O:28])=[CH:5][C:6]2[O:10][C:9](=[O:11])[N:8]([C@@H:12]([C:14]3[CH:19]=[CH:18][CH:17]=[CH:16][C:15]=3[C:20]3[CH2:21][CH2:22][NH:23][CH2:24][CH:25]=3)[CH3:13])[C:7]=2[CH:26]=1.CN1C(=O)CCC1.CCN(C(C)C)C(C)C.[CH3:52][S:53](Cl)(=[O:55])=[O:54].